From a dataset of Catalyst prediction with 721,799 reactions and 888 catalyst types from USPTO. Predict which catalyst facilitates the given reaction. (1) Reactant: [O:1]=[C:2]([CH2:9][CH2:10][CH3:11])[CH2:3][C:4]([O:6][CH2:7][CH3:8])=[O:5].[H-].[Na+].Br[CH2:15][C:16]1[CH:35]=[CH:34][C:19]2/[C:20](=[C:30](/[CH3:33])\[C:31]#[N:32])/[C:21]3[CH:28]=[CH:27][C:26]([F:29])=[CH:25][C:22]=3[O:23][CH2:24][C:18]=2[CH:17]=1.O. Product: [C:31](/[C:30](=[C:20]1/[C:21]2[CH:28]=[CH:27][C:26]([F:29])=[CH:25][C:22]=2[O:23][CH2:24][C:18]2[CH:17]=[C:16]([CH2:15][CH:3]([C:2](=[O:1])[CH2:9][CH2:10][CH3:11])[C:4]([O:6][CH2:7][CH3:8])=[O:5])[CH:35]=[CH:34][C:19]/1=2)/[CH3:33])#[N:32]. The catalyst class is: 1. (2) Reactant: C[Si](Cl)(C)C.[Na+].[I-].[F:8][C:9]1[CH:14]=[CH:13][CH:12]=[CH:11][C:10]=1[N:15]1[CH:20]=[C:19]([O:21]C)[C:18](=[O:23])[C:17]([C:24]2[N:28]([C:29]3[CH:34]=[CH:33][CH:32]=[CH:31][CH:30]=3)[N:27]=[CH:26][CH:25]=2)=[N:16]1.O. Product: [F:8][C:9]1[CH:14]=[CH:13][CH:12]=[CH:11][C:10]=1[N:15]1[CH:20]=[C:19]([OH:21])[C:18](=[O:23])[C:17]([C:24]2[N:28]([C:29]3[CH:34]=[CH:33][CH:32]=[CH:31][CH:30]=3)[N:27]=[CH:26][CH:25]=2)=[N:16]1. The catalyst class is: 23.